Dataset: Experimentally validated miRNA-target interactions with 360,000+ pairs, plus equal number of negative samples. Task: Binary Classification. Given a miRNA mature sequence and a target amino acid sequence, predict their likelihood of interaction. (1) The miRNA is hsa-miR-6808-3p with sequence GUGUGACCACCGUUCCUGCAG. The protein sequence of the target gene is MDAIKKKMQMLKLDKENALDRAEQAEADKKAAEDRSKQLEDELVSLQKKLKGTEDELDKYSEALKDAQEKLELAEKKATDAEADVASLNRRIQLVEEELDRAQERLATALQKLEEAEKAADESERGMKVIESRAQKDEEKMEIQEIQLKEAKHIAEDADRKYEEVARKLVIIESDLERAEERAELSEGKCAELEEELKTVTNNLKSLEAQAEKYSQKEDKYEEEIKVLSDKLKEAETRAEFAERSVTKLEKSIDDLEDELYAQKLKYKAISEELDHALNDMTSI. Result: 0 (no interaction). (2) The miRNA is hsa-miR-3939 with sequence UACGCGCAGACCACAGGAUGUC. The protein sequence of the target gene is MGVLKFKHIFFRSFVKSSGVSQIVFTFLLIPCCLTLNFRAPPVIPNVPFLWAWNAPSEFCLGKFDEPLDMSLFSFIGSPRINATGQGVTIFYVDRLGYYPYIDSITGVTVNGGIPQKISLQDHLDKAKKDITFYMPVDNLGMAVIDWEEWRPTWARNWKPKDVYKNRSIELVQQQNVQLSLTEATEKAKQEFEKAGKDFLVETIKLGKLLRPNHLWGYYLFPDCYNHHYKKPGYNGSCFNVEIKRNDDLSWLWNESTALYPSIYLNTQQSPVAATLYVRNRVREAIRVSKIPDAKSPLPV.... Result: 0 (no interaction). (3) The miRNA is hsa-miR-1973 with sequence ACCGUGCAAAGGUAGCAUA. The protein sequence of the target gene is MAAAAGAVVASAASGPAEGKKITELRVIDLRSELKRRNLDINGVKTVLVSRLKQAIEEEGGDPDNIELTVSTDTPNKKPTKGKGKKQEADELSGDASVEDDSFVKDCELENQETHDQDGNEELKDLEEFGENEEEIVHSQELLSTEENKTTQEFVEAEAIEDREKEDIESQETEAQEGEDDTFLTAQDGEEEENEKDIAGSGDGTQEVSKPLPSEGSLAEADHTAHEEMEANATGKEAEDDNISVTIQAEDAITLDFDGDDLLETGKNVKITDSEASKPKDVQDAIAQSPEKEAKDYEMN.... Result: 0 (no interaction). (4) The miRNA is hsa-miR-3689e with sequence UGUGAUAUCAUGGUUCCUGGGA. The protein sequence of the target gene is MWPQPYLPPHPMMLEESRQNKLAAAKKKLKEYQQRKSPGIPAGAKTKKKKTDSSPETTTSGGGHSPGDSQYQELAVALESSSVTINQLNENIESLKQQKKQVEHQLEEAKKTNNEIHKAQMEQLETINILTLEKADLKTTLYHTKRAARHFEEESKDLAGRLQYSLQRIQELERALSAVSTQQQEEDRSSSCREAVLQRRLQQTIKERALLNAHVTQVTESLKQVQLERDEYAKHIKGERARWQERMWKMSVEARTLKEEKKRDIHRIQELERSLSELKNQMAEPPSLAPPAVTSVVEQL.... Result: 0 (no interaction). (5) The miRNA is hsa-miR-4691-5p with sequence GUCCUCCAGGCCAUGAGCUGCGG. The protein sequence of the target gene is MFQLPVNNLGSLRKARKTVKKILSDIGLEYCKEHIEDFKQFEPNDFYLKNTTWEDVGLWDPSLTKNQDYRTKPFCCSACPFSSKFFSAYKSHFRNVHSEDFENRILLNCPYCTFNADKKTLETHIKIFHAPNASAPSSSLSTFKDKNKNDGLKPKQADSVEQAVYYCKKCTYRDPLYEIVRKHIYREHFQHVAAPYIAKAGEKSLNGAVPLGSNAREESSIHCKRCLFMPKSYEALVQHVIEDHERIGYQVTAMIGHTNVVVPRSKPLMLIAPKPQDKKSMGLPPRIGSLASGNVRSLPS.... Result: 0 (no interaction).